This data is from Retrosynthesis with 50K atom-mapped reactions and 10 reaction types from USPTO. The task is: Predict the reactants needed to synthesize the given product. (1) The reactants are: CC1(N)CCC1.CCOC(=O)N1C2CCC1CC(N1CCC(OC)(C(=O)O)CC1)C2. Given the product CCOC(=O)N1C2CCC1CC(N1CCC(OC)(C(=O)NC3(C)CCC3)CC1)C2, predict the reactants needed to synthesize it. (2) The reactants are: Cc1cccc(-c2sc(C)nc2C(=O)O)c1.O=C(NC[C@@H]1C[C@@H]2C[C@@H]2N1)c1cccc2c1OCCO2. Given the product Cc1cccc(-c2sc(C)nc2C(=O)N2[C@H](CNC(=O)c3cccc4c3OCCO4)C[C@@H]3C[C@@H]32)c1, predict the reactants needed to synthesize it. (3) The reactants are: CCc1c(C(=O)O)ccc(OC)c1C.CO. Given the product CCc1c(C(=O)OC)ccc(OC)c1C, predict the reactants needed to synthesize it. (4) Given the product CCOC(=O)C(CC(=O)c1ccc(OC)cc1)Cc1ccc(OC)c(OC2CCCC2)c1, predict the reactants needed to synthesize it. The reactants are: CCOC(=O)C(CC(=O)c1ccc(OC)cc1)(Cc1ccc(OC)c(OC2CCCC2)c1)C(=O)OCC. (5) The reactants are: CC(=O)OC(C)=O.NC1(c2ccccc2)CCN(c2ncnc3c2nc(-c2ccccc2Cl)n3-c2ccc(Cl)cc2)CC1. Given the product CC(=O)NC1(c2ccccc2)CCN(c2ncnc3c2nc(-c2ccccc2Cl)n3-c2ccc(Cl)cc2)CC1, predict the reactants needed to synthesize it. (6) Given the product CN1CCC(N2CCN(C(=O)[C@@H](Cc3cc(Cl)c(N)c(C(F)(F)F)c3)OC(=O)N3CCC(N4CCc5ccccc5NC4=O)CC3)[C@H](C(=O)O)C2)CC1, predict the reactants needed to synthesize it. The reactants are: CCOC(=O)[C@@H]1CN(C2CCN(C)CC2)CCN1C(=O)[C@@H](Cc1cc(Cl)c(N)c(C(F)(F)F)c1)OC(=O)N1CCC(N2CCc3ccccc3NC2=O)CC1. (7) Given the product Cn1cc(-c2ccc3nnc(COc4c(N)ncc5ccoc45)n3n2)cn1, predict the reactants needed to synthesize it. The reactants are: Cn1cc(B2OC(C)(C)C(C)(C)O2)cn1.Nc1ncc2ccoc2c1OCc1nnc2ccc(Cl)nn12. (8) Given the product O=C(O)c1ncn(C2Cc3ccccc3C2)c1-c1ccccc1, predict the reactants needed to synthesize it. The reactants are: COC(=O)c1ncn(C2Cc3ccccc3C2)c1-c1ccccc1.